Dataset: Reaction yield outcomes from USPTO patents with 853,638 reactions. Task: Predict the reaction yield, written as a fraction of the theoretical maximum amount of product (1.0 means a 100% yield; for example, 0.34 means a 34% yield). (1) The reactants are F[C:2]1[CH:7]=[CH:6][C:5]([F:8])=[CH:4][C:3]=1[N:9]([CH2:17][C:18]1[CH:23]=[CH:22][CH:21]=[C:20]([O:24][C:25]([F:30])([F:29])[CH:26]([F:28])[F:27])[CH:19]=1)[CH2:10][CH:11]([OH:16])[C:12]([F:15])([F:14])[F:13].C([O-])([O-])=O.[K+].[K+]. The catalyst is CN(C)C=O.O. The product is [F:8][C:5]1[CH:6]=[CH:7][C:2]2[O:16][CH:11]([C:12]([F:13])([F:14])[F:15])[CH2:10][N:9]([CH2:17][C:18]3[CH:23]=[CH:22][CH:21]=[C:20]([O:24][C:25]([F:29])([F:30])[CH:26]([F:27])[F:28])[CH:19]=3)[C:3]=2[CH:4]=1. The yield is 0.480. (2) The reactants are [Cl:1][C:2]1[N:10]=[C:9]([CH3:11])[N:8]=[C:7]2[C:3]=1[N:4]=[CH:5][NH:6]2.C1(C)C=CC(S(O)(=O)=O)=CC=1.[O:23]1[CH:28]=[CH:27][CH2:26][CH2:25][CH2:24]1.C(=O)(O)[O-].[Na+]. The catalyst is C(Cl)Cl. The product is [Cl:1][C:2]1[N:10]=[C:9]([CH3:11])[N:8]=[C:7]2[C:3]=1[N:4]=[CH:5][N:6]2[CH:24]1[CH2:25][CH2:26][CH2:27][CH2:28][O:23]1. The yield is 0.970. (3) The reactants are [N:1]1([C@H:7]2[CH2:10][C@H:9]([O:11][C:12]3[CH:17]=[CH:16][C:15]([C:18]4[S:19][C:20]5[CH2:21][NH:22][CH2:23][CH2:24][C:25]=5[N:26]=4)=[CH:14][CH:13]=3)[CH2:8]2)[CH2:6][CH2:5][CH2:4][CH2:3][CH2:2]1.[CH3:27][C:28]1[C:29]([C:33](O)=[O:34])=[N:30][NH:31][N:32]=1.OC1C2N=NNC=2C=CC=1.Cl.CN(C)CCCN=C=NCC.C(N(CC)CC)C. The catalyst is CN(C)C=O. The product is [CH3:27][C:28]1[C:29]([C:33]([N:22]2[CH2:23][CH2:24][C:25]3[N:26]=[C:18]([C:15]4[CH:14]=[CH:13][C:12]([O:11][C@H:9]5[CH2:8][C@H:7]([N:1]6[CH2:6][CH2:5][CH2:4][CH2:3][CH2:2]6)[CH2:10]5)=[CH:17][CH:16]=4)[S:19][C:20]=3[CH2:21]2)=[O:34])=[N:30][NH:31][N:32]=1. The yield is 0.540. (4) The reactants are F[P-](F)(F)(F)(F)F.N1(O[P+](N(C)C)(N(C)C)N(C)C)C2C=CC=CC=2N=N1.C(N(CC)CC)C.[OH:35][C:36]1([C@@H:42]([C:46]2[CH:51]=[CH:50][CH:49]=[C:48]([O:52][C:53]([F:56])([F:55])[F:54])[CH:47]=2)[C:43]([OH:45])=O)[CH2:41][CH2:40][CH2:39][CH2:38][CH2:37]1.[CH3:57][C@H:58]1[CH2:63][NH:62][CH2:61][C@@H:60]([CH3:64])[NH:59]1. The catalyst is C(Cl)Cl. The product is [CH3:57][CH:58]1[NH:59][CH:60]([CH3:64])[CH2:61][N:62]([C:43](=[O:45])[C@@H:42]([C:36]2([OH:35])[CH2:37][CH2:38][CH2:39][CH2:40][CH2:41]2)[C:46]2[CH:51]=[CH:50][CH:49]=[C:48]([O:52][C:53]([F:56])([F:54])[F:55])[CH:47]=2)[CH2:63]1. The yield is 0.930.